From a dataset of Forward reaction prediction with 1.9M reactions from USPTO patents (1976-2016). Predict the product of the given reaction. Given the reactants [CH2:1]([O:8][C:9]([CH:11]([CH2:19][CH2:20][C@H:21]([NH:29][C:30]([O:32][C:33]([CH3:36])([CH3:35])[CH3:34])=[O:31])[C:22]([O:24][C:25]([CH3:28])([CH3:27])[CH3:26])=[O:23])[C:12]([O:14][C:15]([CH3:18])([CH3:17])[CH3:16])=[O:13])=[O:10])[C:2]1[CH:7]=[CH:6][CH:5]=[CH:4][CH:3]=1.[H-].[Na+].[CH2:39]([O:46][C:47]1[CH:52]=[CH:51][C:50]([CH2:53][CH2:54]Br)=[CH:49][CH:48]=1)[C:40]1[CH:45]=[CH:44][CH:43]=[CH:42][CH:41]=1, predict the reaction product. The product is: [CH2:39]([O:46][C:47]1[CH:48]=[CH:49][C:50]([CH2:53][CH2:54][C:11]([C:12]([O:14][C:15]([CH3:18])([CH3:17])[CH3:16])=[O:13])([C:9]([O:8][CH2:1][C:2]2[CH:3]=[CH:4][CH:5]=[CH:6][CH:7]=2)=[O:10])[CH2:19][CH2:20][C@H:21]([NH:29][C:30]([O:32][C:33]([CH3:36])([CH3:35])[CH3:34])=[O:31])[C:22]([O:24][C:25]([CH3:26])([CH3:27])[CH3:28])=[O:23])=[CH:51][CH:52]=1)[C:40]1[CH:41]=[CH:42][CH:43]=[CH:44][CH:45]=1.